This data is from Peptide-MHC class I binding affinity with 185,985 pairs from IEDB/IMGT. The task is: Regression. Given a peptide amino acid sequence and an MHC pseudo amino acid sequence, predict their binding affinity value. This is MHC class I binding data. The binding affinity (normalized) is 0.237. The peptide sequence is LTYLQYGW. The MHC is Mamu-B3901 with pseudo-sequence Mamu-B3901.